Predict which catalyst facilitates the given reaction. From a dataset of Catalyst prediction with 721,799 reactions and 888 catalyst types from USPTO. (1) Reactant: [NH2:1][C:2]1[N:10]=[CH:9][CH:8]=[CH:7][C:3]=1[C:4]([OH:6])=[O:5].CCN(C(C)C)C(C)C.[C:20](Cl)(=O)[CH2:21][CH:22]([CH3:24])[CH3:23]. Product: [CH2:21]([C:20]1[O:5][C:4](=[O:6])[C:3]2[CH:7]=[CH:8][CH:9]=[N:10][C:2]=2[N:1]=1)[CH:22]([CH3:24])[CH3:23]. The catalyst class is: 3. (2) Reactant: [C:1]([C:3]1[CH:8]=[CH:7][C:6]([CH:9]2[C:14]([C:15]([O:17][CH2:18][CH3:19])=[O:16])=[C:13]([CH3:20])[N:12]([C:21]3[CH:26]=[CH:25][CH:24]=[C:23]([C:27]([F:30])([F:29])[F:28])[CH:22]=3)[C:11](=[O:31])[NH:10]2)=[C:5]([S:32]([CH3:35])(=[O:34])=[O:33])[CH:4]=1)#[N:2].[Br:36]Br. Product: [Br:36][CH2:20][C:13]1[N:12]([C:21]2[CH:26]=[CH:25][CH:24]=[C:23]([C:27]([F:30])([F:29])[F:28])[CH:22]=2)[C:11](=[O:31])[NH:10][CH:9]([C:6]2[CH:7]=[CH:8][C:3]([C:1]#[N:2])=[CH:4][C:5]=2[S:32]([CH3:35])(=[O:33])=[O:34])[C:14]=1[C:15]([O:17][CH2:18][CH3:19])=[O:16]. The catalyst class is: 22. (3) Reactant: [CH2:1]([O:3][C:4]([CH:6]1[CH2:13][CH:12]2[N:14](CC3C=CC=CC=3)[CH:8]([CH2:9][C:10](=[O:22])[CH2:11]2)[CH2:7]1)=[O:5])[CH3:2].[H][H]. Product: [CH2:1]([O:3][C:4]([CH:6]1[CH2:13][CH:12]2[NH:14][CH:8]([CH2:9][C:10](=[O:22])[CH2:11]2)[CH2:7]1)=[O:5])[CH3:2]. The catalyst class is: 293. (4) Reactant: OS(O)(=O)=O.O.C(O)(=O)C.COC(=O)[CH:14]([C:19]([C:21]1[C:29]2[C:24](=[N:25][CH:26]=[CH:27][CH:28]=2)[NH:23][N:22]=1)=[O:20])C(OC)=O. Product: [NH:23]1[C:24]2=[N:25][CH:26]=[CH:27][CH:28]=[C:29]2[C:21]([C:19](=[O:20])[CH3:14])=[N:22]1. The catalyst class is: 13. (5) Reactant: C(O)C.[Na].[N:5]([CH2:18][C:19]([O:21][CH2:22][CH3:23])=[O:20])([CH2:12][C:13]([O:15][CH2:16][CH3:17])=[O:14])[CH2:6][C:7]([O:9][CH2:10][CH3:11])=[O:8].[C:24](OCC)(=[O:30])[C:25](OCC)=[O:26]. Product: [CH2:16]([O:15][C:13](=[O:14])[CH2:12][N:5]1[C:18]([C:19]([O:21][CH2:22][CH3:23])=[O:20])=[C:25]([OH:26])[C:24]([OH:30])=[C:6]1[C:7]([O:9][CH2:10][CH3:11])=[O:8])[CH3:17]. The catalyst class is: 86. (6) Reactant: [CH2:1]([O:8][C:9](=[O:37])[NH:10][C:11]12[CH2:19][CH2:18][CH:15]([CH2:16][CH2:17]1)[CH2:14][N:13]1[C:20](=[O:36])[C:21]([O:28][CH2:29][C:30]3[CH:35]=[CH:34][CH:33]=[CH:32][CH:31]=3)=[C:22]([C:24]([NH:26][NH2:27])=[O:25])[N:23]=[C:12]21)[C:2]1[CH:7]=[CH:6][CH:5]=[CH:4][CH:3]=1.C(N(CC)CC)C.[F:45][C:46]1[CH:51]=[CH:50][C:49]([CH2:52][C:53](Cl)=[O:54])=[CH:48][CH:47]=1. Product: [CH2:1]([O:8][C:9](=[O:37])[NH:10][C:11]12[CH2:17][CH2:16][CH:15]([CH2:18][CH2:19]1)[CH2:14][N:13]1[C:20](=[O:36])[C:21]([O:28][CH2:29][C:30]3[CH:31]=[CH:32][CH:33]=[CH:34][CH:35]=3)=[C:22]([C:24]([NH:26][NH:27][C:53](=[O:54])[CH2:52][C:49]3[CH:50]=[CH:51][C:46]([F:45])=[CH:47][CH:48]=3)=[O:25])[N:23]=[C:12]21)[C:2]1[CH:3]=[CH:4][CH:5]=[CH:6][CH:7]=1. The catalyst class is: 2. (7) Reactant: [C:1]([C:4]1[O:5][C:6]2[C:12]([O:13][CH3:14])=[CH:11][CH:10]=[CH:9][C:7]=2[CH:8]=1)(=[O:3])[CH3:2].C([O-])(=O)C.[Na+].[Br:20]Br. Product: [C:1]([C:4]1[O:5][C:6]2[C:12]([O:13][CH3:14])=[CH:11][CH:10]=[C:9]([Br:20])[C:7]=2[CH:8]=1)(=[O:3])[CH3:2]. The catalyst class is: 15. (8) Reactant: [C:1]1([N:7]2[CH:11]=[C:10]([C:12]3[CH2:13][CH2:14][NH:15][CH2:16][CH:17]=3)[N:9]=[N:8]2)[CH:6]=[CH:5][CH:4]=[CH:3][CH:2]=1.C(Cl)(Cl)Cl.[C:22]([N:26]=[C:27]=[O:28])([CH3:25])([CH3:24])[CH3:23]. Product: [C:22]([NH:26][C:27]([N:15]1[CH2:14][CH:13]=[C:12]([C:10]2[N:9]=[N:8][N:7]([C:1]3[CH:2]=[CH:3][CH:4]=[CH:5][CH:6]=3)[CH:11]=2)[CH2:17][CH2:16]1)=[O:28])([CH3:25])([CH3:24])[CH3:23]. The catalyst class is: 17.